This data is from Forward reaction prediction with 1.9M reactions from USPTO patents (1976-2016). The task is: Predict the product of the given reaction. Given the reactants [N+:1]([C:4]1[CH:9]=[CH:8][C:7]([N:10]2[CH:14]=[C:13]([C:15]([O:17][CH2:18][CH3:19])=[O:16])[N:12]=[CH:11]2)=[CH:6][CH:5]=1)([O-])=O.C([O-])=O.[NH4+], predict the reaction product. The product is: [NH2:1][C:4]1[CH:5]=[CH:6][C:7]([N:10]2[CH:14]=[C:13]([C:15]([O:17][CH2:18][CH3:19])=[O:16])[N:12]=[CH:11]2)=[CH:8][CH:9]=1.